Dataset: Full USPTO retrosynthesis dataset with 1.9M reactions from patents (1976-2016). Task: Predict the reactants needed to synthesize the given product. Given the product [N:29]([C@H:26]1[CH2:27][CH2:28][N:23]([CH2:22][CH2:21][N:7]2[C:8]3[C:3](=[C:2]([F:1])[CH:11]=[C:10]([F:12])[CH:9]=3)[CH:4]=[CH:5][C:6]2=[O:13])[CH2:24][C@H:25]1[OH:32])=[N+:30]=[N-:31], predict the reactants needed to synthesize it. The reactants are: [F:1][C:2]1[CH:11]=[C:10]([F:12])[CH:9]=[C:8]2[C:3]=1[CH:4]=[CH:5][C:6](=[O:13])[NH:7]2.[H-].[Na+].CS(O[CH2:21][CH2:22][N:23]1[CH2:28][CH2:27][C@H:26]([N:29]=[N+:30]=[N-:31])[C@H:25]([OH:32])[CH2:24]1)(=O)=O.FC1C(F)=C2C(C=CC(=O)N2CCN2CCC(NC(=O)OC(C)(C)C)CC2)=CC=1.C(=O)([O-])[O-].[K+].[K+].